This data is from Reaction yield outcomes from USPTO patents with 853,638 reactions. The task is: Predict the reaction yield, written as a fraction of the theoretical maximum amount of product (1.0 means a 100% yield; for example, 0.34 means a 34% yield). (1) The product is [CH2:1]([N:8]1[CH2:14][CH2:13][CH2:12][C:11](=[O:20])[C:10]2[CH:21]=[N:22][N:23]([CH2:24][C:25]3[CH:30]=[CH:29][C:28]([O:31][CH3:32])=[CH:27][CH:26]=3)[C:9]1=2)[C:2]1[CH:7]=[CH:6][CH:5]=[CH:4][CH:3]=1. The catalyst is C(O)CO. The yield is 0.930. The reactants are [CH2:1]([N:8]1[CH2:14][CH2:13][CH:12](C(OCC)=O)[C:11](=[O:20])[C:10]2[CH:21]=[N:22][N:23]([CH2:24][C:25]3[CH:30]=[CH:29][C:28]([O:31][CH3:32])=[CH:27][CH:26]=3)[C:9]1=2)[C:2]1[CH:7]=[CH:6][CH:5]=[CH:4][CH:3]=1.[OH-].[K+].O. (2) The reactants are Cl[C:2]1[NH:10][C:9]2[C:4](=[N:5][CH:6]=[CH:7][CH:8]=2)[C:3]=1[C:11]#[N:12].[CH3:13][C@@H:14]1[CH2:18][CH2:17][C@@H:16]([CH3:19])[NH:15]1. No catalyst specified. The product is [CH3:13][C@@H:14]1[CH2:18][CH2:17][C@@H:16]([CH3:19])[N:15]1[C:2]1[NH:10][C:9]2[C:4](=[N:5][CH:6]=[CH:7][CH:8]=2)[C:3]=1[C:11]#[N:12]. The yield is 0.240. (3) The reactants are F[C:2]1[N:10]=[CH:9][C:8]([F:11])=[CH:7][C:3]=1[C:4]([OH:6])=O.CN(C(ON1N=NC2C=CC=CC1=2)=[N+](C)C)C.[B-](F)(F)(F)F.CCN(C(C)C)C(C)C.[CH2:43]([O:50][C:51](=[O:57])[NH:52][CH2:53][C:54](=[NH:56])[NH2:55])[C:44]1[CH:49]=[CH:48][CH:47]=[CH:46][CH:45]=1. The catalyst is CN(C=O)C.ClCCl. The product is [CH2:43]([O:50][C:51](=[O:57])[NH:52][CH2:53][C:54]1[NH:56][C:4](=[O:6])[C:3]2[CH:7]=[C:8]([F:11])[CH:9]=[N:10][C:2]=2[N:55]=1)[C:44]1[CH:45]=[CH:46][CH:47]=[CH:48][CH:49]=1. The yield is 0.220. (4) The reactants are [O:1]=[C:2]1[CH2:6][CH2:5][CH2:4][N:3]1[C:7]1[CH:8]=[C:9]([CH:13]=[CH:14][CH:15]=1)[C:10]([OH:12])=O.C(Cl)(=O)C(Cl)=O.O1CCCC1.[NH2:27][C:28]1[CH:29]=[C:30]([CH:47]=[CH:48][CH:49]=1)[O:31][C:32]1[CH:33]=[CH:34][C:35]2[N:36]([CH:38]=[C:39]([NH:41][C:42]([CH:44]3[CH2:46][CH2:45]3)=[O:43])[N:40]=2)[N:37]=1. The catalyst is CN(C)C=O.CN1CCCC1=O. The product is [CH:44]1([C:42]([NH:41][C:39]2[N:40]=[C:35]3[CH:34]=[CH:33][C:32]([O:31][C:30]4[CH:29]=[C:28]([NH:27][C:10](=[O:12])[C:9]5[CH:13]=[CH:14][CH:15]=[C:7]([N:3]6[CH2:4][CH2:5][CH2:6][C:2]6=[O:1])[CH:8]=5)[CH:49]=[CH:48][CH:47]=4)=[N:37][N:36]3[CH:38]=2)=[O:43])[CH2:45][CH2:46]1. The yield is 0.700. (5) The reactants are [C:1]([C:3]1[C:11]2[C:6](=[CH:7][C:8]([C:12]([O:14]C)=[O:13])=[CH:9][CH:10]=2)[N:5]([CH2:16][CH3:17])[CH:4]=1)#[N:2].N1C2C(=CC=C(C(OC)=O)C=2)C=C1.[OH-].[Na+]. The catalyst is C1COCC1. The product is [C:1]([C:3]1[C:11]2[C:6](=[CH:7][C:8]([C:12]([OH:14])=[O:13])=[CH:9][CH:10]=2)[N:5]([CH2:16][CH3:17])[CH:4]=1)#[N:2]. The yield is 0.950.